From a dataset of Full USPTO retrosynthesis dataset with 1.9M reactions from patents (1976-2016). Predict the reactants needed to synthesize the given product. Given the product [CH:26]1[C:35]2[C:30](=[C:31]([N:36]3[C:5]([C:7]4[C:12](=[O:13])[CH:11]=[CH:10][N:9]([C:14]5[CH:15]=[C:16]([S:20]([NH:23][CH3:24])(=[O:22])=[O:21])[CH:17]=[CH:18][CH:19]=5)[N:8]=4)=[CH:4][CH:3]=[N:2]3)[CH:32]=[CH:33][CH:34]=2)[CH:29]=[CH:28][N:27]=1, predict the reactants needed to synthesize it. The reactants are: C[N:2](C)/[CH:3]=[CH:4]/[C:5]([C:7]1[C:12](=[O:13])[CH:11]=[CH:10][N:9]([C:14]2[CH:15]=[C:16]([S:20]([NH:23][CH3:24])(=[O:22])=[O:21])[CH:17]=[CH:18][CH:19]=2)[N:8]=1)=O.[CH:26]1[C:35]2[C:30](=[C:31]([NH:36]N)[CH:32]=[CH:33][CH:34]=2)[CH:29]=[CH:28][N:27]=1.